Dataset: Merck oncology drug combination screen with 23,052 pairs across 39 cell lines. Task: Regression. Given two drug SMILES strings and cell line genomic features, predict the synergy score measuring deviation from expected non-interaction effect. (1) Drug 1: CC1CC2C3CCC4=CC(=O)C=CC4(C)C3(F)C(O)CC2(C)C1(O)C(=O)CO. Drug 2: COC1CC2CCC(C)C(O)(O2)C(=O)C(=O)N2CCCCC2C(=O)OC(C(C)CC2CCC(OP(C)(C)=O)C(OC)C2)CC(=O)C(C)C=C(C)C(O)C(OC)C(=O)C(C)CC(C)C=CC=CC=C1C. Cell line: UWB1289BRCA1. Synergy scores: synergy=13.4. (2) Drug 1: N#Cc1ccc(Cn2cncc2CN2CCN(c3cccc(Cl)c3)C(=O)C2)cc1. Drug 2: CCc1c2c(nc3ccc(O)cc13)-c1cc3c(c(=O)n1C2)COC(=O)C3(O)CC. Cell line: MSTO. Synergy scores: synergy=-1.36.